Dataset: Reaction yield outcomes from USPTO patents with 853,638 reactions. Task: Predict the reaction yield, written as a fraction of the theoretical maximum amount of product (1.0 means a 100% yield; for example, 0.34 means a 34% yield). (1) The reactants are [C:1]([O:5][C:6](=[O:26])[NH:7][C:8]1([C:11]([N:13]2[C:22]3[C:17](=[CH:18][CH:19]=[CH:20][CH:21]=3)[N:16]([CH:23]3[CH2:25][CH2:24]3)[CH2:15][CH2:14]2)=[O:12])[CH2:10][CH2:9]1)([CH3:4])([CH3:3])[CH3:2].[H-].[Na+].[Cl:29][C:30]1[CH:37]=[CH:36][C:35]([Cl:38])=[CH:34][C:31]=1[CH2:32]Cl. The catalyst is CN(C=O)C. The product is [C:1]([O:5][C:6](=[O:26])[N:7]([C:8]1([C:11]([N:13]2[C:22]3[C:17](=[CH:18][CH:19]=[CH:20][CH:21]=3)[N:16]([CH:23]3[CH2:24][CH2:25]3)[CH2:15][CH2:14]2)=[O:12])[CH2:9][CH2:10]1)[CH2:32][C:31]1[CH:34]=[C:35]([Cl:38])[CH:36]=[CH:37][C:30]=1[Cl:29])([CH3:4])([CH3:2])[CH3:3]. The yield is 0.680. (2) The reactants are [F:1][C:2]1[CH:7]=[CH:6][C:5]([CH2:8][C:9]([OH:11])=O)=[CH:4][CH:3]=1.C(N1C=CN=C1)(N1C=CN=C1)=O.Cl.[NH2:25][CH2:26][C:27]1[CH:36]=[CH:35][CH:34]=[C:33]2[C:28]=1[C:29](=[O:46])[N:30]([CH:38]1[CH2:43][CH2:42][C:41](=[O:44])[NH:40][C:39]1=[O:45])[C:31]([CH3:37])=[N:32]2. The catalyst is CN(C=O)C. The product is [O:45]=[C:39]1[CH:38]([N:30]2[C:29](=[O:46])[C:28]3[C:33](=[CH:34][CH:35]=[CH:36][C:27]=3[CH2:26][NH:25][C:9](=[O:11])[CH2:8][C:5]3[CH:4]=[CH:3][C:2]([F:1])=[CH:7][CH:6]=3)[N:32]=[C:31]2[CH3:37])[CH2:43][CH2:42][C:41](=[O:44])[NH:40]1. The yield is 0.760. (3) The reactants are [O:1]=[CH:2][C:3]([C:5]1[CH:14]=[CH:13][C:8]([C:9]([O:11][CH3:12])=[O:10])=[CH:7][CH:6]=1)=[O:4].C([O-])([O-])[O:16][CH2:17][CH3:18].[C:21]1(C)C=CC=C[CH:22]=1. The catalyst is O.C1(C)C=CC(S(O)(=O)=O)=CC=1. The product is [CH2:21]([O:1][CH:2]([O:16][CH2:17][CH3:18])[C:3]([C:5]1[CH:14]=[CH:13][C:8]([C:9]([O:11][CH3:12])=[O:10])=[CH:7][CH:6]=1)=[O:4])[CH3:22]. The yield is 0.820. (4) The catalyst is CN1C(=O)CCC1.O.[Cu]I. The yield is 0.410. The product is [N:32]1([C:2]2[N:3]=[CH:4][C:5]([N:8]([CH3:31])[C@@H:9]3[CH2:13][CH2:12][N:11]([C:14]4[C:15]5[CH:22]=[CH:21][N:20]([CH2:23][O:24][CH2:25][CH2:26][Si:27]([CH3:29])([CH3:28])[CH3:30])[C:16]=5[N:17]=[CH:18][N:19]=4)[CH2:10]3)=[N:6][CH:7]=2)[CH:36]=[CH:35][N:34]=[CH:33]1. The reactants are Br[C:2]1[N:3]=[CH:4][C:5]([N:8]([CH3:31])[C@@H:9]2[CH2:13][CH2:12][N:11]([C:14]3[C:15]4[CH:22]=[CH:21][N:20]([CH2:23][O:24][CH2:25][CH2:26][Si:27]([CH3:30])([CH3:29])[CH3:28])[C:16]=4[N:17]=[CH:18][N:19]=3)[CH2:10]2)=[N:6][CH:7]=1.[NH:32]1[CH:36]=[CH:35][N:34]=[CH:33]1.C([O-])([O-])=O.[Cs+].[Cs+].N1C2C(=CC=C3C=2N=CC=C3)C=CC=1. (5) The yield is 0.940. The reactants are [C:1](O)(=[O:6])[CH2:2][CH2:3][CH:4]=[CH2:5].[NH2:8][CH2:9][C@@H:10]1[CH2:14][CH2:13][CH2:12][N:11]1[C:15]([C@@H:17]([CH2:26][CH:27]=[CH2:28])[CH2:18][C:19]([O:21][C:22]([CH3:25])([CH3:24])[CH3:23])=[O:20])=[O:16].CO.C(Cl)Cl. The catalyst is C(Cl)Cl. The product is [C:1]([NH:8][CH2:9][C@@H:10]1[CH2:14][CH2:13][CH2:12][N:11]1[C:15]([C@@H:17]([CH2:26][CH:27]=[CH2:28])[CH2:18][C:19]([O:21][C:22]([CH3:23])([CH3:24])[CH3:25])=[O:20])=[O:16])(=[O:6])[CH2:2][CH2:3][CH:4]=[CH2:5]. (6) The reactants are [C:1]([OH:8])(=O)[CH2:2][CH2:3][CH2:4][C:5]#[CH:6].C(N(CC)CC)C.CC(C)(C)C(Cl)=O.[Cl-].[Li+].[CH2:25]([C@H:32]1[CH2:36][O:35][C:34](=[O:37])[NH:33]1)[C:26]1[CH:31]=[CH:30][CH:29]=[CH:28][CH:27]=1. The catalyst is O1CCCC1. The product is [CH2:25]([C@H:32]1[CH2:36][O:35][C:34](=[O:37])[N:33]1[C:1](=[O:8])[CH2:2][CH2:3][CH2:4][C:5]#[CH:6])[C:26]1[CH:27]=[CH:28][CH:29]=[CH:30][CH:31]=1. The yield is 0.930.